From a dataset of Reaction yield outcomes from USPTO patents with 853,638 reactions. Predict the reaction yield, written as a fraction of the theoretical maximum amount of product (1.0 means a 100% yield; for example, 0.34 means a 34% yield). (1) The catalyst is C(Cl)Cl. The reactants are [F:1][C:2]1[CH:3]=[C:4]([C:7]([OH:9])=O)[NH:5][CH:6]=1.Cl.[CH3:11][O:12][NH:13][CH3:14].C1C=CC2N(O)N=NC=2C=1.C(Cl)CCl. The product is [CH3:11][O:12][N:13]([CH3:14])[C:7]([C:4]1[NH:5][CH:6]=[C:2]([F:1])[CH:3]=1)=[O:9]. The yield is 0.830. (2) The reactants are CCN(C(C)C)C(C)C.I[CH2:11][CH2:12][CH2:13][CH2:14][CH2:15][CH2:16][CH2:17][CH2:18][CH2:19][CH2:20][CH2:21][CH2:22][CH2:23][CH2:24][CH2:25][CH3:26].[CH3:27][C@@H:28]([C:31]([N:33]1[C@H:37]([C:38]([OH:40])=[O:39])[CH2:36][CH2:35][CH2:34]1)=[O:32])[CH2:29][SH:30].C1CCN2C(=NCCC2)CC1. The catalyst is O1CCCC1. The product is [CH2:11]([S:30][CH2:29][C@@H:28]([CH3:27])[C:31]([N:33]1[CH2:34][CH2:35][CH2:36][C@H:37]1[C:38]([OH:40])=[O:39])=[O:32])[CH2:12][CH2:13][CH2:14][CH2:15][CH2:16][CH2:17][CH2:18][CH2:19][CH2:20][CH2:21][CH2:22][CH2:23][CH2:24][CH2:25][CH3:26]. The yield is 0.480.